From a dataset of Forward reaction prediction with 1.9M reactions from USPTO patents (1976-2016). Predict the product of the given reaction. (1) Given the reactants [CH2:1]([NH2:3])[CH3:2].[CH3:4][N:5]1[CH:9]=[CH:8][CH:7]=[C:6]1[CH:10]=O, predict the reaction product. The product is: [CH2:1]([NH:3][CH2:10][C:6]1[N:5]([CH3:4])[CH:9]=[CH:8][CH:7]=1)[CH3:2]. (2) Given the reactants S(Cl)(Cl)=O.[NH:5]1[C:9]2[CH:10]=[CH:11][C:12]([C:14]([OH:16])=[O:15])=[CH:13][C:8]=2[N:7]=[CH:6]1.[C:17](=O)([O-])O.[Na+], predict the reaction product. The product is: [NH:5]1[C:9]2[CH:10]=[CH:11][C:12]([C:14]([O:16][CH3:17])=[O:15])=[CH:13][C:8]=2[N:7]=[CH:6]1. (3) Given the reactants [C:1]([O:4][CH2:5][C:6]1[C:11]([N:12]2[CH2:25][CH2:24][N:15]3[C:16]4[CH2:17][CH2:18][CH2:19][CH2:20][C:21]=4[C:22]([F:23])=[C:14]3[C:13]2=[O:26])=[CH:10][C:9]([F:27])=[CH:8][C:7]=1Br)(=[O:3])[CH3:2].[CH3:29][N:30]1[CH:35]=[C:34](B2OC(C)(C)C(C)(C)O2)[CH:33]=[C:32]([NH:45][C:46]2[CH:51]=[CH:50][C:49]([N:52]3[CH2:57][CH2:56][N:55]([CH:58]4[CH2:61][O:60][CH2:59]4)[CH2:54][C@@H:53]3[CH3:62])=[CH:48][N:47]=2)[C:31]1=[O:63].[O-]P([O-])([O-])=O.[K+].[K+].[K+].C1COCC1, predict the reaction product. The product is: [C:1]([O:4][CH2:5][C:6]1[C:7]([C:34]2[CH:33]=[C:32]([NH:45][C:46]3[CH:51]=[CH:50][C:49]([N:52]4[CH2:57][CH2:56][N:55]([CH:58]5[CH2:59][O:60][CH2:61]5)[CH2:54][C@@H:53]4[CH3:62])=[CH:48][N:47]=3)[C:31](=[O:63])[N:30]([CH3:29])[CH:35]=2)=[CH:8][C:9]([F:27])=[CH:10][C:11]=1[N:12]1[CH2:25][CH2:24][N:15]2[C:16]3[CH2:17][CH2:18][CH2:19][CH2:20][C:21]=3[C:22]([F:23])=[C:14]2[C:13]1=[O:26])(=[O:3])[CH3:2]. (4) The product is: [Br:1][C:2]1[CH:3]=[C:4]([CH:8]([CH2:23][CH:24]([CH3:26])[CH3:25])[C:9]([OH:11])=[O:10])[CH:5]=[CH:6][CH:7]=1. Given the reactants [Br:1][C:2]1[CH:3]=[C:4]([CH2:8][C:9]([OH:11])=[O:10])[CH:5]=[CH:6][CH:7]=1.C[Si]([N-][Si](C)(C)C)(C)C.[Na+].I[CH2:23][CH:24]([CH3:26])[CH3:25], predict the reaction product. (5) Given the reactants [Cl:1][C:2]1[N:3]=[CH:4][CH:5]=[C:6]2[CH:10]=[CH:9][NH:8][C:7]=12.[H-].[Na+].CI.[C:15](O)(=O)C, predict the reaction product. The product is: [Cl:1][C:2]1[N:3]=[CH:4][CH:5]=[C:6]2[CH:10]=[CH:9][N:8]([CH3:15])[C:7]=12. (6) Given the reactants [NH2:1][C:2]1[NH:3][C:4](=[O:27])[C:5]([C@@H:8]2[N:12](C(OC(C)(C)C)=O)[C@H:11]([CH2:20][OH:21])[C@H:10]3[O:22]C(C)(C)[O:24][C@@H:9]23)=[CH:6][N:7]=1.[ClH:28], predict the reaction product. The product is: [ClH:28].[ClH:28].[NH2:1][C:2]1[NH:3][C:4](=[O:27])[C:5]([C@H:8]2[C@H:9]([OH:24])[C@H:10]([OH:22])[C@@H:11]([CH2:20][OH:21])[NH:12]2)=[CH:6][N:7]=1.